Dataset: Reaction yield outcomes from USPTO patents with 853,638 reactions. Task: Predict the reaction yield, written as a fraction of the theoretical maximum amount of product (1.0 means a 100% yield; for example, 0.34 means a 34% yield). (1) The reactants are [CH3:1][O:2][C:3]1[CH:4]=[C:5]2[C:10](=[CH:11][C:12]=1[O:13][CH3:14])[N:9]=[CH:8][CH:7]=[C:6]2[O:15][C:16]1[C:22]([CH3:23])=[CH:21][C:19]([NH2:20])=[C:18]([CH3:24])[CH:17]=1.Cl[C:26](Cl)([O:28][C:29](=[O:35])OC(Cl)(Cl)Cl)Cl.[C:37]1(CO)[CH:42]=[CH:41][CH:40]=[CH:39][CH:38]=1.C(=O)(O)[O-].[Na+]. The catalyst is C(Cl)Cl.C(N(CC)CC)C.C1(C)C=CC=CC=1. The product is [CH3:1][O:2][C:3]1[CH:4]=[C:5]2[C:10](=[CH:11][C:12]=1[O:13][CH3:14])[N:9]=[CH:8][CH:7]=[C:6]2[O:15][C:16]1[C:22]([CH3:23])=[CH:21][C:19]([NH:20][C:29](=[O:35])[O:28][CH2:26][C:37]2[CH:42]=[CH:41][CH:40]=[CH:39][CH:38]=2)=[C:18]([CH3:24])[CH:17]=1. The yield is 0.890. (2) The yield is 0.710. The catalyst is CC#N. The product is [Cl:33][C:11]1[CH:10]=[CH:9][C:8]([CH2:7][N:1]2[CH2:5][CH2:4][CH2:3][CH2:2]2)=[CH:32][C:12]=1[C:13]([NH:15][C:16](=[O:31])[NH:17][C:18]1[S:19][C:20]2[CH:26]=[C:25]([S:27]([CH3:30])(=[O:28])=[O:29])[CH:24]=[CH:23][C:21]=2[N:22]=1)=[O:14]. The reactants are [NH:1]1[CH2:5][CH2:4][CH2:3][CH2:2]1.Br[CH2:7][C:8]1[CH:9]=[CH:10][C:11]([Cl:33])=[C:12]([CH:32]=1)[C:13]([NH:15][C:16](=[O:31])[NH:17][C:18]1[S:19][C:20]2[CH:26]=[C:25]([S:27]([CH3:30])(=[O:29])=[O:28])[CH:24]=[CH:23][C:21]=2[N:22]=1)=[O:14]. (3) The reactants are [C:1]1([OH:7])[CH:6]=[CH:5][CH:4]=[CH:3][CH:2]=1.CC(C)([O-])C.[K+].[CH3:14][O:15][C:16](=[O:27])[C:17]1[CH:22]=[C:21]([N+:23]([O-:25])=[O:24])[CH:20]=[CH:19][C:18]=1Cl. The catalyst is O1CCOCC1. The product is [CH3:14][O:15][C:16](=[O:27])[C:17]1[CH:22]=[C:21]([N+:23]([O-:25])=[O:24])[CH:20]=[CH:19][C:18]=1[O:7][C:1]1[CH:6]=[CH:5][CH:4]=[CH:3][CH:2]=1. The yield is 0.860. (4) The reactants are [Si:1]([O:8][CH2:9][CH2:10][N:11]([CH2:26][C:27](=[O:51])[N:28]([CH2:41][CH2:42][O:43][Si:44]([C:47]([CH3:50])([CH3:49])[CH3:48])([CH3:46])[CH3:45])[CH2:29][CH2:30][C:31]([O:33]CC1C=CC=CC=1)=[O:32])[C:12](=[O:25])[CH2:13][NH:14]C(=O)OCC1C=CC=CC=1)([C:4]([CH3:7])([CH3:6])[CH3:5])([CH3:3])[CH3:2]. The catalyst is CCOC(C)=O.[Pd]. The product is [NH2:14][CH2:13][C:12]([N:11]([CH2:26][C:27](=[O:51])[N:28]([CH2:41][CH2:42][O:43][Si:44]([C:47]([CH3:50])([CH3:49])[CH3:48])([CH3:45])[CH3:46])[CH2:29][CH2:30][C:31]([OH:33])=[O:32])[CH2:10][CH2:9][O:8][Si:1]([CH3:3])([CH3:2])[C:4]([CH3:5])([CH3:6])[CH3:7])=[O:25]. The yield is 0.550. (5) The reactants are [CH3:1][O:2][C:3](=[O:15])[C:4]1[C:5](=[C:10](I)[CH:11]=[CH:12][CH:13]=1)[C:6]([O:8][CH3:9])=[O:7].[CH2:16]1[O:25][C:24]2[CH:23]=[CH:22][C:20]([NH2:21])=[CH:19][C:18]=2[O:17]1.C1C=CC(P(C2C(C3C(P(C4C=CC=CC=4)C4C=CC=CC=4)=CC=C4C=3C=CC=C4)=C3C(C=CC=C3)=CC=2)C2C=CC=CC=2)=CC=1.C(=O)([O-])[O-].[Cs+].[Cs+]. The catalyst is C1(C)C=CC=CC=1.C(Cl)Cl.C1C=CC(/C=C/C(/C=C/C2C=CC=CC=2)=O)=CC=1.C1C=CC(/C=C/C(/C=C/C2C=CC=CC=2)=O)=CC=1.C1C=CC(/C=C/C(/C=C/C2C=CC=CC=2)=O)=CC=1.[Pd].[Pd]. The product is [CH3:1][O:2][C:3](=[O:15])[C:4]1[C:5](=[C:10]([NH:21][C:20]2[CH:22]=[CH:23][C:24]3[O:25][CH2:16][O:17][C:18]=3[CH:19]=2)[CH:11]=[CH:12][CH:13]=1)[C:6]([O:8][CH3:9])=[O:7]. The yield is 0.670. (6) The reactants are [CH3:1][C:2]([CH3:15])=[CH:3][C:4]1[CH:12]=[CH:11][CH:10]=[C:9]2[C:5]=1[C:6](=O)[C:7](=[O:13])[NH:8]2.IC1C=CC=C2C=1C(=O)C(=O)N2.CC(=C)C.[CH:32]1[C:37]([NH:38][NH2:39])=[CH:36][CH:35]=[C:34]([S:40]([NH2:43])(=[O:42])=[O:41])[CH:33]=1.Cl. No catalyst specified. The product is [CH3:1][C:2]([CH3:15])=[CH:3][C:4]1[CH:12]=[CH:11][CH:10]=[C:9]2[C:5]=1[C:6](=[N:39][NH:38][C:37]1[CH:36]=[CH:35][C:34]([S:40]([NH2:43])(=[O:41])=[O:42])=[CH:33][CH:32]=1)[C:7](=[O:13])[NH:8]2. The yield is 0.510. (7) The reactants are [F:1][C:2]1[CH:7]=[CH:6][C:5]([C:8]#[C:9][C:10]2[CH:11]=[N:12][CH:13]=[C:14]([O:16][CH3:17])[CH:15]=2)=[CH:4][C:3]=1[NH2:18].[C:19](OC(=O)C)(=[O:21])[CH3:20]. The catalyst is N1C=CC=CC=1. The product is [F:1][C:2]1[CH:7]=[CH:6][C:5]([C:8]#[C:9][C:10]2[CH:11]=[N:12][CH:13]=[C:14]([O:16][CH3:17])[CH:15]=2)=[CH:4][C:3]=1[NH:18][C:19](=[O:21])[CH3:20]. The yield is 0.760.